Dataset: Catalyst prediction with 721,799 reactions and 888 catalyst types from USPTO. Task: Predict which catalyst facilitates the given reaction. Reactant: [NH2:1][C:2]1[N:6]([C:7]2[CH:12]=[CH:11][C:10]([F:13])=[CH:9][CH:8]=2)[N:5]=[CH:4][C:3]=1[CH:14]=O.[C:16]1(=O)[CH2:21][CH2:20][CH2:19][C:18](=[O:22])[CH2:17]1.CC1C=CC(S(O)(=O)=O)=CC=1. Product: [F:13][C:10]1[CH:9]=[CH:8][C:7]([N:6]2[C:2]3=[N:1][C:16]4[CH2:21][CH2:20][CH2:19][C:18](=[O:22])[C:17]=4[CH:14]=[C:3]3[CH:4]=[N:5]2)=[CH:12][CH:11]=1. The catalyst class is: 11.